Dataset: Catalyst prediction with 721,799 reactions and 888 catalyst types from USPTO. Task: Predict which catalyst facilitates the given reaction. (1) Reactant: C([O:3][C:4]([C:6]1[CH:7]=[N:8][C:9]2[C:14]([CH:15]=1)=[CH:13][CH:12]=[C:11]([NH:16][C:17]([C:19]1[C:20]([C:25]3[CH:30]=[CH:29][C:28]([C:31]([F:34])([F:33])[F:32])=[CH:27][CH:26]=3)=[CH:21][CH:22]=[CH:23][CH:24]=1)=[O:18])[CH:10]=2)=[O:5])C.[OH-].[Na+]. Product: [F:34][C:31]([F:32])([F:33])[C:28]1[CH:27]=[CH:26][C:25]([C:20]2[C:19]([C:17]([NH:16][C:11]3[CH:10]=[C:9]4[C:14]([CH:15]=[C:6]([C:4]([OH:5])=[O:3])[CH:7]=[N:8]4)=[CH:13][CH:12]=3)=[O:18])=[CH:24][CH:23]=[CH:22][CH:21]=2)=[CH:30][CH:29]=1. The catalyst class is: 92. (2) Reactant: [Si:1]([O:18][C@@H:19]1[CH2:24][CH2:23][CH2:22][C@H:21]([CH2:25][CH:26]=[CH:27][C:28]([O:30][C:31]([CH3:34])([CH3:33])[CH3:32])=[O:29])[CH2:20]1)([C:14]([CH3:17])([CH3:16])[CH3:15])([C:8]1[CH:13]=[CH:12][CH:11]=[CH:10][CH:9]=1)[C:2]1[CH:7]=[CH:6][CH:5]=[CH:4][CH:3]=1. Product: [Si:1]([O:18][C@@H:19]1[CH2:24][CH2:23][CH2:22][C@H:21]([CH2:25][CH2:26][CH2:27][C:28]([O:30][C:31]([CH3:34])([CH3:33])[CH3:32])=[O:29])[CH2:20]1)([C:14]([CH3:17])([CH3:16])[CH3:15])([C:8]1[CH:13]=[CH:12][CH:11]=[CH:10][CH:9]=1)[C:2]1[CH:3]=[CH:4][CH:5]=[CH:6][CH:7]=1. The catalyst class is: 5. (3) Reactant: O.[OH-].[Li+].[N:4]1([C:8]([C:10]2[CH:15]=[CH:14][C:13]([O:16][C:17]3[CH:18]=[C:19]([CH:24]=[C:25]([O:27][CH2:28][C:29]4[CH:34]=[CH:33][CH:32]=[CH:31][CH:30]=4)[CH:26]=3)[C:20]([O:22]C)=[O:21])=[C:12]([Cl:35])[CH:11]=2)=[O:9])[CH2:7][CH2:6][CH2:5]1. Product: [N:4]1([C:8]([C:10]2[CH:15]=[CH:14][C:13]([O:16][C:17]3[CH:18]=[C:19]([CH:24]=[C:25]([O:27][CH2:28][C:29]4[CH:30]=[CH:31][CH:32]=[CH:33][CH:34]=4)[CH:26]=3)[C:20]([OH:22])=[O:21])=[C:12]([Cl:35])[CH:11]=2)=[O:9])[CH2:7][CH2:6][CH2:5]1. The catalyst class is: 90. (4) Reactant: [F:1][C:2]1[CH:3]=[CH:4][C:5]([O:30][CH3:31])=[C:6]([C:8]2[CH:13]=[CH:12][N:11]=[C:10]3[NH:14][C:15]([C:17]4([OH:29])[CH2:21][CH2:20][N:19](C(OC(C)(C)C)=O)[CH2:18]4)=[CH:16][C:9]=23)[CH:7]=1.FC(F)(F)C(O)=O. Product: [F:1][C:2]1[CH:3]=[CH:4][C:5]([O:30][CH3:31])=[C:6]([C:8]2[CH:13]=[CH:12][N:11]=[C:10]3[NH:14][C:15]([C:17]4([OH:29])[CH2:21][CH2:20][NH:19][CH2:18]4)=[CH:16][C:9]=23)[CH:7]=1. The catalyst class is: 4. (5) Reactant: [CH:1]1[C:10]2[CH:9]=[CH:8][CH:7]=[C:6]([C:11]#[N:12])[C:5]=2[CH:4]=[CH:3][N:2]=1.Cl.[NH2:14][OH:15].C(=O)(O)[O-].[Na+]. Product: [OH:15][NH:14][C:11]([C:6]1[C:5]2[CH:4]=[CH:3][N:2]=[CH:1][C:10]=2[CH:9]=[CH:8][CH:7]=1)=[NH:12]. The catalyst class is: 8. (6) The catalyst class is: 61. Reactant: C(O[C:6](=[O:34])[NH:7][C@H:8]([C:13](=[O:33])[NH:14][C@H:15]([B:20]1[O:28][C@H:27]2[C@:22]([CH3:32])([C@H:23]3[CH2:29][C@@H:25]([CH2:26]2)[C:24]3([CH3:31])[CH3:30])[O:21]1)[CH2:16][CH:17]([CH3:19])[CH3:18])[CH2:9][CH:10]([CH3:12])[CH3:11])(C)(C)C.[C:35]1([C:57]2[CH:62]=[CH:61][CH:60]=[CH:59][CH:58]=2)[CH:40]=[CH:39][CH:38]=[C:37]([NH:41][C@@H:42]([CH2:46][C:47]2[CH:52]=[CH:51][C:50]([O:53][CH3:54])=[C:49]([O:55][CH3:56])[CH:48]=2)C(O)=O)[CH:36]=1. Product: [CH3:18][CH:17]([CH3:19])[CH2:16][C@H:15]([NH:14][C:13](=[O:33])[C@@H:8]([NH:7][C:6](=[O:34])[C@@H:42]([NH:41][C:37]1[CH:36]=[C:35]([C:57]2[CH:62]=[CH:61][CH:60]=[CH:59][CH:58]=2)[CH:40]=[CH:39][CH:38]=1)[CH2:46][C:47]1[CH:52]=[CH:51][C:50]([O:53][CH3:54])=[C:49]([O:55][CH3:56])[CH:48]=1)[CH2:9][CH:10]([CH3:12])[CH3:11])[B:20]1[O:28][C@H:27]2[C@:22]([CH3:32])([C@H:23]3[CH2:29][C@@H:25]([CH2:26]2)[C:24]3([CH3:30])[CH3:31])[O:21]1. (7) Reactant: C(O)(=O)C(C(C(O)=O)O)O.[CH2:11]([O:18][C:19]([C@@H:21]1[CH2:29][C@@H:28]2[C@H:23]([CH2:24][CH2:25][CH2:26][CH2:27]2)[NH:22]1)=[O:20])[C:12]1[CH:17]=[CH:16][CH:15]=[CH:14][CH:13]=1.C(Cl)Cl.[OH-].[Na+]. Product: [CH2:11]([O:18][C:19]([C@@H:21]1[CH2:29][C@@H:28]2[C@H:23]([CH2:24][CH2:25][CH2:26][CH2:27]2)[NH:22]1)=[O:20])[C:12]1[CH:13]=[CH:14][CH:15]=[CH:16][CH:17]=1. The catalyst class is: 6. (8) Reactant: [Cl:1][C:2]1[CH:7]=[CH:6][C:5]([NH:8][C:9]([CH:11]2[CH2:16][N:15]([C:17](=[O:29])[C:18]3[CH:23]=[CH:22][CH:21]=[C:20]([C:24]4[O:25][CH:26]=[CH:27][CH:28]=4)[CH:19]=3)[CH2:14][CH2:13][NH:12]2)=[O:10])=[CH:4][CH:3]=1.C(O[BH-](OC(=O)C)OC(=O)C)(=O)C.[Na+].[CH:44](=O)[C:45]1[CH:50]=[CH:49][CH:48]=[CH:47][CH:46]=1. Product: [CH2:44]([N:12]1[CH2:13][CH2:14][N:15]([C:17](=[O:29])[C:18]2[CH:23]=[CH:22][CH:21]=[C:20]([C:24]3[O:25][CH:26]=[CH:27][CH:28]=3)[CH:19]=2)[CH2:16][CH:11]1[C:9]([NH:8][C:5]1[CH:6]=[CH:7][C:2]([Cl:1])=[CH:3][CH:4]=1)=[O:10])[C:45]1[CH:50]=[CH:49][CH:48]=[CH:47][CH:46]=1. The catalyst class is: 411. (9) Reactant: [C:1]([C:5]1[CH:6]=[CH:7][C:8]([CH3:12])=[C:9](N)[CH:10]=1)([CH3:4])([CH3:3])[CH3:2].N([O-])=[O:14].[Na+]. Product: [C:1]([C:5]1[CH:6]=[CH:7][C:8]([CH3:12])=[C:9]([OH:14])[CH:10]=1)([CH3:4])([CH3:3])[CH3:2]. The catalyst class is: 445.